From a dataset of Forward reaction prediction with 1.9M reactions from USPTO patents (1976-2016). Predict the product of the given reaction. (1) Given the reactants [CH:1]1[C:13]2[CH:12]([CH2:14][O:15][C:16]([NH:18][C@@H:19]([CH2:23][C:24]3[C:32]4[C:27](=[CH:28][CH:29]=[CH:30][CH:31]=4)[NH:26][CH:25]=3)[C:20]([OH:22])=[O:21])=[O:17])[C:11]3[C:6](=[CH:7][CH:8]=[CH:9][CH:10]=3)[C:5]=2[CH:4]=[CH:3][CH:2]=1.I[C:34]1[CH:39]=[CH:38][C:37]([O:40][CH2:41][CH3:42])=[CH:36][CH:35]=1, predict the reaction product. The product is: [CH:1]1[C:13]2[CH:12]([CH2:14][O:15][C:16]([NH:18][C@@H:19]([CH2:23][C:24]3[C:32]4[C:27](=[CH:28][CH:29]=[CH:30][CH:31]=4)[NH:26][C:25]=3[C:34]3[CH:39]=[CH:38][C:37]([O:40][CH2:41][CH3:42])=[CH:36][CH:35]=3)[C:20]([OH:22])=[O:21])=[O:17])[C:11]3[C:6](=[CH:7][CH:8]=[CH:9][CH:10]=3)[C:5]=2[CH:4]=[CH:3][CH:2]=1. (2) The product is: [Cl:1][C:2]1[C:6]([C:7]([NH:30][CH2:29][CH:28]([C:31]2[CH:32]=[CH:33][C:34]([C:37]([F:38])([F:39])[F:40])=[CH:35][CH:36]=2)[CH2:27][CH:26]([CH3:41])[CH3:25])=[O:9])=[CH:5][N:4]([C:10]2[N:15]=[CH:14][CH:13]=[CH:12][N:11]=2)[N:3]=1. Given the reactants [Cl:1][C:2]1[C:6]([C:7]([OH:9])=O)=[CH:5][N:4]([C:10]2[N:15]=[CH:14][CH:13]=[CH:12][N:11]=2)[N:3]=1.CCN(C(C)C)C(C)C.[CH3:25][CH:26]([CH3:41])[CH2:27][CH:28]([C:31]1[CH:36]=[CH:35][C:34]([C:37]([F:40])([F:39])[F:38])=[CH:33][CH:32]=1)[CH2:29][NH2:30].F[P-](F)(F)(F)(F)F.N1(O[P+](N(C)C)(N(C)C)N(C)C)C2C=CC=CC=2N=N1, predict the reaction product. (3) Given the reactants [CH3:1][O:2][C:3]([C:5]1[C:9]([NH:10][C:11](=[O:30])[C:12]2[CH:17]=[CH:16][CH:15]=[C:14]([C:18]3[CH:19]=[N:20][N:21](C(OC(C)(C)C)=O)[CH:22]=3)[CH:13]=2)=[CH:8][N:7]([CH:31]2[CH2:36][CH2:35][O:34][CH2:33][CH2:32]2)[N:6]=1)=[O:4].Cl.C([O-])([O-])=O.[Na+].[Na+], predict the reaction product. The product is: [CH3:1][O:2][C:3]([C:5]1[C:9]([NH:10][C:11](=[O:30])[C:12]2[CH:17]=[CH:16][CH:15]=[C:14]([C:18]3[CH:19]=[N:20][NH:21][CH:22]=3)[CH:13]=2)=[CH:8][N:7]([CH:31]2[CH2:36][CH2:35][O:34][CH2:33][CH2:32]2)[N:6]=1)=[O:4]. (4) The product is: [CH2:1]([C:5]1=[CH:6][N:7]([C:21]([CH3:23])([CH3:22])[CH3:24])[S:8]/[C:9]/1=[N:10]\[C:11](=[O:20])[C:12]1[CH:17]=[C:16]([Cl:18])[CH:15]=[CH:14][C:13]=1[O:19][CH2:28][C:29]#[N:30])[CH2:2][CH2:3][CH3:4]. Given the reactants [CH2:1]([C:5]1=[CH:6][N:7]([C:21]([CH3:24])([CH3:23])[CH3:22])[S:8]/[C:9]/1=[N:10]\[C:11](=[O:20])[C:12]1[CH:17]=[C:16]([Cl:18])[CH:15]=[CH:14][C:13]=1[OH:19])[CH2:2][CH2:3][CH3:4].[H-].[Na+].Br[CH2:28][C:29]#[N:30], predict the reaction product. (5) Given the reactants [CH3:1][C:2]1([CH3:10])[O:7][C:6](=[O:8])[CH2:5][C:4](=[O:9])[O:3]1.[Cl:11][C:12]1[CH:20]=[CH:19][CH:18]=[CH:17][C:13]=1[C:14](Cl)=[O:15], predict the reaction product. The product is: [Cl:11][C:12]1[CH:20]=[CH:19][CH:18]=[CH:17][C:13]=1[C:14]([CH:5]1[C:6](=[O:8])[O:7][C:2]([CH3:10])([CH3:1])[O:3][C:4]1=[O:9])=[O:15]. (6) Given the reactants [F:1][C:2]1[CH:9]=[C:8]([OH:10])[CH:7]=[CH:6][C:3]=1[C:4]#[N:5].[C:11](=O)([O-])[O-].[K+].[K+].IC.O, predict the reaction product. The product is: [F:1][C:2]1[CH:9]=[C:8]([O:10][CH3:11])[CH:7]=[CH:6][C:3]=1[C:4]#[N:5]. (7) Given the reactants [Cl:1][C:2]1[CH:3]=[C:4]([CH:16]=[CH:17][CH:18]=1)[CH2:5][C:6]1[S:10][C:9]([CH:11]2OCC[O:12]2)=[CH:8][CH:7]=1.C(O)(=O)CC(CC(O)=O)(C(O)=O)O.C(=O)(O)[O-].[Na+].C(OCC)(=O)C, predict the reaction product. The product is: [Cl:1][C:2]1[CH:3]=[C:4]([CH:16]=[CH:17][CH:18]=1)[CH2:5][C:6]1[S:10][C:9]([CH:11]=[O:12])=[CH:8][CH:7]=1. (8) The product is: [Br:11][CH2:9][CH2:8][C:5]1[CH:4]=[CH:3][C:2]([Cl:1])=[CH:7][N:6]=1. Given the reactants [Cl:1][C:2]1[CH:3]=[CH:4][C:5]([CH2:8][CH2:9]O)=[N:6][CH:7]=1.[BrH:11], predict the reaction product. (9) Given the reactants [Cl:1][C:2]1[CH:3]=[C:4]([NH2:10])[C:5]([NH2:9])=[CH:6][C:7]=1[Cl:8].O=[C:12]([C:18]1[S:19][CH:20]=[CH:21][CH:22]=1)[C:13](OCC)=[O:14], predict the reaction product. The product is: [Cl:1][C:2]1[CH:3]=[C:4]2[C:5](=[CH:6][C:7]=1[Cl:8])[NH:9][C:13](=[O:14])[C:12]([C:18]1[S:19][CH:20]=[CH:21][CH:22]=1)=[N:10]2. (10) Given the reactants Cl[CH:2](OC)[CH2:3][CH2:4][CH:5](Cl)OC.[CH2:11]([O:18][C:19]1[CH:24]=[CH:23][C:22]([CH2:25][CH:26]([NH2:32])[C:27]([O:29][CH2:30][CH3:31])=[O:28])=[CH:21][CH:20]=1)[C:12]1[CH:17]=[CH:16][CH:15]=[CH:14][CH:13]=1, predict the reaction product. The product is: [CH2:11]([O:18][C:19]1[CH:24]=[CH:23][C:22]([CH2:25][CH:26]([N:32]2[CH:5]=[CH:4][CH:3]=[CH:2]2)[C:27]([O:29][CH2:30][CH3:31])=[O:28])=[CH:21][CH:20]=1)[C:12]1[CH:17]=[CH:16][CH:15]=[CH:14][CH:13]=1.